The task is: Predict the product of the given reaction.. This data is from Forward reaction prediction with 1.9M reactions from USPTO patents (1976-2016). (1) Given the reactants [CH2:1]([O:8][C:9](=[O:29])[NH:10][CH2:11][C@H:12]1[CH2:17][CH2:16][C@H:15]([C:18](=O)[NH:19][CH2:20][C:21]2[C:26]([Cl:27])=[N:25][CH:24]=[CH:23][N:22]=2)[CH2:14][CH2:13]1)[C:2]1[CH:7]=[CH:6][CH:5]=[CH:4][CH:3]=1.O=P(Cl)(Cl)Cl.C([O-])(O)=O.[Na+].O, predict the reaction product. The product is: [CH2:1]([O:8][C:9](=[O:29])[NH:10][CH2:11][C@H:12]1[CH2:17][CH2:16][C@H:15]([C:18]2[N:22]3[CH:23]=[CH:24][N:25]=[C:26]([Cl:27])[C:21]3=[CH:20][N:19]=2)[CH2:14][CH2:13]1)[C:2]1[CH:7]=[CH:6][CH:5]=[CH:4][CH:3]=1. (2) Given the reactants [Br:1][C:2]1[CH:7]=[CH:6][C:5]([C:8]2[O:12][N:11]=[C:10]([CH3:13])[C:9]=2[CH:14]=O)=[CH:4][CH:3]=1.[C:16]1([CH:22]([CH3:25])[CH2:23][NH2:24])[CH:21]=[CH:20][CH:19]=[CH:18][CH:17]=1, predict the reaction product. The product is: [Br:1][C:2]1[CH:7]=[CH:6][C:5]([C:8]2[O:12][N:11]=[C:10]([CH3:13])[C:9]=2[CH2:14][NH:24][CH2:23][CH:22]([C:16]2[CH:21]=[CH:20][CH:19]=[CH:18][CH:17]=2)[CH3:25])=[CH:4][CH:3]=1. (3) Given the reactants [O:1]1[CH:6]=[CH:5][CH2:4][CH2:3][CH2:2]1.C1(C)C(S(O)(=O)=O)=CC=CC=1.N1C=CC=CC=1.[O:24]=[C:25]1[CH2:42][C@@:40]2([CH3:41])[C@@H:36]([CH2:37][CH2:38][C@@H:39]2[OH:43])[C:35]2[CH2:34][CH2:33][C:32]3[CH:31]=[C:30]([O:44][CH3:45])[CH:29]=[CH:28][C:27]=3[C:26]1=2.C(=O)(O)[O-].[Na+], predict the reaction product. The product is: [CH3:45][O:44][C:30]1[CH:29]=[CH:28][C:27]2[C:26]3[C:25](=[O:24])[CH2:42][C@@:40]4([CH3:41])[C@@H:36]([CH2:37][CH2:38][C@@H:39]4[O:43][CH:6]4[CH2:5][CH2:4][CH2:3][CH2:2][O:1]4)[C:35]=3[CH2:34][CH2:33][C:32]=2[CH:31]=1. (4) Given the reactants C(OC(=O)[NH:7][C:8]1[CH:13]=[C:12](OCC(F)(F)F)[C:11]([C:20]([F:23])([F:22])[F:21])=[CH:10][C:9]=1[NH:24][C:25](=[O:44])[CH2:26][C:27]([C:29]1[CH:34]=[CH:33][CH:32]=[C:31]([C:35]2[CH:36]=[N:37][C:38]([CH2:42][CH3:43])=[CH:39][C:40]=2[CH3:41])[CH:30]=1)=O)(C)(C)C.[C:46](O)([C:48]([F:51])([F:50])[F:49])=[O:47], predict the reaction product. The product is: [CH2:42]([C:38]1[N:37]=[CH:36][C:35]([C:31]2[CH:30]=[C:29]([C:27]3[CH2:26][C:25](=[O:44])[NH:24][C:9]4[CH:10]=[C:11]([C:20]([F:21])([F:22])[F:23])[C:12]([O:47][CH2:46][C:48]([F:51])([F:50])[F:49])=[CH:13][C:8]=4[N:7]=3)[CH:34]=[CH:33][CH:32]=2)=[C:40]([CH3:41])[CH:39]=1)[CH3:43]. (5) Given the reactants [Cl:1][C:2]1[CH:15]=[C:14]([N+:16]([O-])=O)[CH:13]=[CH:12][C:3]=1[O:4][CH2:5][CH2:6][N:7]1[CH2:11][CH2:10][CH2:9][CH2:8]1, predict the reaction product. The product is: [Cl:1][C:2]1[CH:15]=[C:14]([CH:13]=[CH:12][C:3]=1[O:4][CH2:5][CH2:6][N:7]1[CH2:11][CH2:10][CH2:9][CH2:8]1)[NH2:16]. (6) Given the reactants [CH2:1]([C:7]1[CH:12]=[CH:11][C:10]([O:13][CH3:14])=[CH:9][C:8]=1[CH3:15])[CH2:2][CH2:3][CH2:4][C:5]#[CH:6].[CH2:16]([N:23]=[N+:24]=[N-:25])[C:17]1[CH:22]=[CH:21][CH:20]=[CH:19][CH:18]=1.O=C1O[C@H]([C@H](CO)O)C([O-])=C1O.[Na+], predict the reaction product. The product is: [CH2:16]([N:23]1[CH:6]=[C:5]([CH2:4][CH2:3][CH2:2][CH2:1][C:7]2[CH:12]=[CH:11][C:10]([O:13][CH3:14])=[CH:9][C:8]=2[CH3:15])[N:25]=[N:24]1)[C:17]1[CH:22]=[CH:21][CH:20]=[CH:19][CH:18]=1.